Dataset: Full USPTO retrosynthesis dataset with 1.9M reactions from patents (1976-2016). Task: Predict the reactants needed to synthesize the given product. (1) Given the product [N+:18]([C:15]1[CH:14]=[CH:13][C:12]([O:11][C:9](=[O:10])[NH:1][C:2]2[CH:7]=[CH:6][CH:5]=[CH:4][N:3]=2)=[CH:17][CH:16]=1)([O-:20])=[O:19], predict the reactants needed to synthesize it. The reactants are: [NH2:1][C:2]1[CH:7]=[CH:6][CH:5]=[CH:4][N:3]=1.Cl[C:9]([O:11][C:12]1[CH:17]=[CH:16][C:15]([N+:18]([O-:20])=[O:19])=[CH:14][CH:13]=1)=[O:10].C(N(CC)C(C)C)(C)C.O. (2) The reactants are: F[C:2]1[C:9]([F:10])=[CH:8][CH:7]=[CH:6][C:3]=1[C:4]#[N:5].CS(CCO)(=O)=[O:13].[H-].[Na+]. Given the product [F:10][C:9]1[C:2]([OH:13])=[C:3]([CH:6]=[CH:7][CH:8]=1)[C:4]#[N:5], predict the reactants needed to synthesize it.